Dataset: Full USPTO retrosynthesis dataset with 1.9M reactions from patents (1976-2016). Task: Predict the reactants needed to synthesize the given product. (1) Given the product [N:1]1([CH2:10][C:11]2[CH:12]=[CH:13][C:14]([C:15]([NH:48][C@H:47]([C:46]([O:45][CH3:44])=[O:52])[C@@H:49]([CH3:51])[OH:50])=[O:17])=[CH:18][CH:19]=2)[C:5]2[CH:6]=[CH:7][CH:8]=[CH:9][C:4]=2[N:3]=[CH:2]1, predict the reactants needed to synthesize it. The reactants are: [N:1]1([CH2:10][C:11]2[CH:19]=[CH:18][C:14]([C:15]([OH:17])=O)=[CH:13][CH:12]=2)[C:5]2[CH:6]=[CH:7][CH:8]=[CH:9][C:4]=2[N:3]=[CH:2]1.C(Cl)CCl.C1C=CC2N(O)N=NC=2C=1.CCN(C(C)C)C(C)C.Cl.[CH3:44][O:45][C:46](=[O:52])[C@H:47]([C@@H:49]([CH3:51])[OH:50])[NH2:48]. (2) Given the product [CH2:27]([O:29][P:30]([C:35]1[CH:40]=[CH:39][C:38]([CH2:41][NH:42][C:21](=[O:22])[C:20]2[CH:24]=[CH:25][CH:26]=[C:18]([N:8]3[C:4]4=[N:5][CH:6]=[N:7][C:2]([NH2:1])=[C:3]4[C:10]([C:11]4[CH:16]=[CH:15][C:14]([CH3:17])=[CH:13][CH:12]=4)=[N:9]3)[CH:19]=2)=[CH:37][C:36]=1[P:43]([O:48][CH2:49][CH3:50])([O:45][CH2:46][CH3:47])=[O:44])(=[O:34])[O:31][CH2:32][CH3:33])[CH3:28], predict the reactants needed to synthesize it. The reactants are: [NH2:1][C:2]1[CH:3]2[C:10]([C:11]3[CH:16]=[CH:15][C:14]([CH3:17])=[CH:13][CH:12]=3)=[N:9][N:8]([C:18]3[CH:19]=[C:20]([CH:24]=[CH:25][CH:26]=3)[C:21](O)=[O:22])[CH:4]2[N:5]=[CH:6][N:7]=1.[CH2:27]([O:29][P:30]([C:35]1[CH:40]=[CH:39][C:38]([CH2:41][NH2:42])=[CH:37][C:36]=1[P:43]([O:48][CH2:49][CH3:50])([O:45][CH2:46][CH3:47])=[O:44])(=[O:34])[O:31][CH2:32][CH3:33])[CH3:28].C1C=CC2N(O)N=NC=2C=1.CCN=C=NCCCN(C)C.Cl.